From a dataset of Reaction yield outcomes from USPTO patents with 853,638 reactions. Predict the reaction yield, written as a fraction of the theoretical maximum amount of product (1.0 means a 100% yield; for example, 0.34 means a 34% yield). (1) The reactants are [F:1][C:2]1[CH:7]=[CH:6][CH:5]=[C:4]([N+:8]([O-])=O)[C:3]=1[CH2:11][NH:12][CH:13]1[CH2:15][CH2:14]1. The catalyst is CCO.[Pt]. The product is [CH:13]1([NH:12][CH2:11][C:3]2[C:2]([F:1])=[CH:7][CH:6]=[CH:5][C:4]=2[NH2:8])[CH2:14][CH2:15]1. The yield is 1.00. (2) The reactants are I.[NH2:2][C:3]1[C:4]([C:11]([NH:13][C:14](=[NH:17])SC)=[O:12])=[N:5][C:6]([Cl:10])=[C:7]([NH2:9])[N:8]=1.[NH2:18][CH2:19][CH2:20][CH2:21][CH2:22][C:23]1[CH:39]=[CH:38][C:26]([O:27][CH2:28][C:29]([N:31]([CH2:35][CH2:36][OH:37])[CH2:32][CH2:33][OH:34])=[O:30])=[CH:25][CH:24]=1.C(N(CC)CC)C. The catalyst is C(O)C. The product is [NH2:2][C:3]1[C:4]([C:11]([N:13]=[C:14]([NH2:17])[NH:18][CH2:19][CH2:20][CH2:21][CH2:22][C:23]2[CH:39]=[CH:38][C:26]([O:27][CH2:28][C:29]([N:31]([CH2:35][CH2:36][OH:37])[CH2:32][CH2:33][OH:34])=[O:30])=[CH:25][CH:24]=2)=[O:12])=[N:5][C:6]([Cl:10])=[C:7]([NH2:9])[N:8]=1. The yield is 0.640. (3) The reactants are [CH3:1][N:2]1[C:6]([Sn](CCCC)(CCCC)CCCC)=[CH:5][N:4]=[N:3]1.Br[C:21]1[CH:22]=[C:23]([C:27]([O:29][CH3:30])=[O:28])[S:24][C:25]=1[Cl:26].C(N(CC)CC)C. The catalyst is Cl[Pd](Cl)([P](C1C=CC=CC=1)(C1C=CC=CC=1)C1C=CC=CC=1)[P](C1C=CC=CC=1)(C1C=CC=CC=1)C1C=CC=CC=1.C1(C)C=CC=CC=1. The product is [Cl:26][C:25]1[S:24][C:23]([C:27]([O:29][CH3:30])=[O:28])=[CH:22][C:21]=1[C:6]1[N:2]([CH3:1])[N:3]=[N:4][CH:5]=1. The yield is 0.320. (4) The reactants are ClC1C=CC=C(C(OO)=[O:9])C=1.[I:12][C:13]1[CH:14]=[N:15][CH:16]=[CH:17][C:18]=1[O:19][CH2:20][CH2:21][C:22]1[CH:26]=[CH:25][S:24][CH:23]=1.C(=O)([O-])[O-].[Na+].[Na+]. The catalyst is C(Cl)Cl. The product is [I:12][C:13]1[CH:14]=[N+:15]([O-:9])[CH:16]=[CH:17][C:18]=1[O:19][CH2:20][CH2:21][C:22]1[CH:26]=[CH:25][S:24][CH:23]=1. The yield is 0.920.